From a dataset of Catalyst prediction with 721,799 reactions and 888 catalyst types from USPTO. Predict which catalyst facilitates the given reaction. Reactant: [C:1]([C:5]1[CH:10]=[CH:9][C:8]([N:11]2[CH:15]=[N:14][N:13]=[C:12]2[C:16]2[CH:21]=[CH:20][CH:19]=[CH:18][CH:17]=2)=[CH:7][CH:6]=1)([CH3:4])([CH3:3])[CH3:2].C(Cl)(Cl)(Cl)Cl.[Br:27]N1C(=O)CCC1=O.C([O-])([O-])=O.[Na+].[Na+]. Product: [Br:27][C:15]1[N:11]([C:8]2[CH:7]=[CH:6][C:5]([C:1]([CH3:4])([CH3:2])[CH3:3])=[CH:10][CH:9]=2)[C:12]([C:16]2[CH:21]=[CH:20][CH:19]=[CH:18][CH:17]=2)=[N:13][N:14]=1. The catalyst class is: 322.